From a dataset of Reaction yield outcomes from USPTO patents with 853,638 reactions. Predict the reaction yield, written as a fraction of the theoretical maximum amount of product (1.0 means a 100% yield; for example, 0.34 means a 34% yield). (1) The catalyst is C1COCC1.C(O)C. The product is [C:5]([C@@:5]1([C:3]([OH:2])=[O:4])[CH2:6][C@H:7]([OH:18])[C@H:8]([NH:10][C:11]([O:12][C:13]([CH3:16])([CH3:15])[CH3:14])=[O:17])[CH2:9]1)([CH3:9])([CH3:6])[CH3:3]. The yield is 0.870. The reactants are C[O:2][C:3]([C@H:5]1[CH2:9][C@@H:8]([NH:10][C:11](=[O:17])[O:12][C:13]([CH3:16])([CH3:15])[CH3:14])[C@@H:7]([OH:18])[CH2:6]1)=[O:4].[OH-].[Na+]. (2) The product is [C:11](=[O:12])([OH:13])[NH2:19].[NH:19]1[CH:23]=[CH:22][N:21]=[CH:20]1. The catalyst is C(Cl)Cl.C(Cl)(Cl)Cl. The reactants are OCCCN(C)C(=O)CCCC[C:11]([O:13]C)=[O:12].C([N:19]1[CH:23]=[CH:22][N:21]=[CH:20]1)([N:19]1[CH:23]=[CH:22][N:21]=[CH:20]1)=O. The yield is 0.880. (3) The reactants are [C:1]([C:5]1[CH:6]=[C:7]2[C:11](=[CH:12][C:13]=1[N+:14]([O-])=O)[NH:10][CH:9]=[CH:8]2)([CH3:4])([CH3:3])[CH3:2]. The catalyst is CO.[Ni]. The product is [C:1]([C:5]1[CH:6]=[C:7]2[C:11](=[CH:12][C:13]=1[NH2:14])[NH:10][CH:9]=[CH:8]2)([CH3:4])([CH3:2])[CH3:3]. The yield is 0.870. (4) The reactants are [Cl:1][C:2]1[N:3]=[C:4]([N:14]2[CH2:19][CH2:18][O:17][CH2:16][CH2:15]2)[C:5]2[N:11]=[C:10]([CH2:12][NH2:13])[CH:9]=[CH:8][C:6]=2[N:7]=1.[CH3:20][CH:21]([CH3:25])[C:22](O)=[O:23].ON1C2C=CC=CC=2N=N1.Cl.CN(C)CCCN=C=NCC.C(N(CC)CC)C. The catalyst is CN(C)C=O. The product is [Cl:1][C:2]1[N:3]=[C:4]([N:14]2[CH2:15][CH2:16][O:17][CH2:18][CH2:19]2)[C:5]2[N:11]=[C:10]([CH2:12][NH:13][C:22](=[O:23])[CH:21]([CH3:25])[CH3:20])[CH:9]=[CH:8][C:6]=2[N:7]=1. The yield is 1.00.